Dataset: Full USPTO retrosynthesis dataset with 1.9M reactions from patents (1976-2016). Task: Predict the reactants needed to synthesize the given product. Given the product [Br:29][CH:30]=[CH:31][CH2:32][O:23][C:20]1[CH:21]=[CH:22][C:17]([CH2:16][N:5]([CH2:4][C:3]2[CH:24]=[CH:25][C:26]([F:28])=[CH:27][C:2]=2[F:1])[C:6]2[CH:11]=[CH:10][CH:9]=[C:8]([N+:12]([O-:14])=[O:13])[C:7]=2[CH3:15])=[CH:18][CH:19]=1, predict the reactants needed to synthesize it. The reactants are: [F:1][C:2]1[CH:27]=[C:26]([F:28])[CH:25]=[CH:24][C:3]=1[CH2:4][N:5]([CH2:16][C:17]1[CH:22]=[CH:21][C:20]([OH:23])=[CH:19][CH:18]=1)[C:6]1[CH:11]=[CH:10][CH:9]=[C:8]([N+:12]([O-:14])=[O:13])[C:7]=1[CH3:15].[Br:29][CH:30]=[CH:31][CH2:32]Br.